From a dataset of Aqueous solubility values for 9,982 compounds from the AqSolDB database. Regression/Classification. Given a drug SMILES string, predict its absorption, distribution, metabolism, or excretion properties. Task type varies by dataset: regression for continuous measurements (e.g., permeability, clearance, half-life) or binary classification for categorical outcomes (e.g., BBB penetration, CYP inhibition). For this dataset (solubility_aqsoldb), we predict Y. (1) The drug is CCCCCCCCCCCCOCCO. The Y is -1.46 log mol/L. (2) The Y is -2.88 log mol/L. The compound is CNc1ccccc1C(=O)O.